Dataset: Full USPTO retrosynthesis dataset with 1.9M reactions from patents (1976-2016). Task: Predict the reactants needed to synthesize the given product. (1) Given the product [N:20]1[CH:15]=[CH:16][CH:17]=[CH:18][C:19]=1[CH2:7][CH2:8][C:9]1[CH:10]=[CH:11][C:12]([C:15]2[N:20]3[N:21]=[C:22]([NH:24][C:25]([CH:27]4[CH2:29][CH2:28]4)=[O:26])[N:23]=[C:19]3[CH:18]=[CH:17][CH:16]=2)=[CH:13][CH:14]=1, predict the reactants needed to synthesize it. The reactants are: N1C=CC=C(/[CH:7]=[CH:8]/[C:9]2[CH:14]=[CH:13][C:12]([C:15]3[N:20]4[N:21]=[C:22]([NH:24][C:25]([CH:27]5[CH2:29][CH2:28]5)=[O:26])[N:23]=[C:19]4[CH:18]=[CH:17][CH:16]=3)=[CH:11][CH:10]=2)C=1. (2) Given the product [OH:4][CH2:3][C:2]([C:12]1[CH:16]=[C:15]([NH:17][C:18]([C@@H:20]2[CH2:24][CH2:23][CH2:22][N:21]2[C:25]2[CH:30]=[CH:29][C:28]([Cl:31])=[CH:27][CH:26]=2)=[O:19])[O:14][N:13]=1)([CH3:11])[CH3:1], predict the reactants needed to synthesize it. The reactants are: [CH3:1][C:2]([C:12]1[CH:16]=[C:15]([NH:17][C:18]([C@@H:20]2[CH2:24][CH2:23][CH2:22][N:21]2[C:25]2[CH:30]=[CH:29][C:28]([Cl:31])=[CH:27][CH:26]=2)=[O:19])[O:14][N:13]=1)([CH3:11])[CH2:3][O:4]C1CCCCO1.CO.O.C1(C)C=CC(S(O)(=O)=O)=CC=1.C(#N)C. (3) Given the product [F:29][C:2]([F:1])([O:7][C:8]1[CH:9]=[CH:10][C:11]([C:14]2[O:18][C:17]([C:19]3[CH:20]=[CH:21][C:22]([C:23]([OH:25])=[O:24])=[CH:27][CH:28]=3)=[N:16][N:15]=2)=[CH:12][CH:13]=1)[C:3]([F:6])([F:5])[F:4], predict the reactants needed to synthesize it. The reactants are: [F:1][C:2]([F:29])([O:7][C:8]1[CH:13]=[CH:12][C:11]([C:14]2[O:18][C:17]([C:19]3[CH:28]=[CH:27][C:22]([C:23]([O:25]C)=[O:24])=[CH:21][CH:20]=3)=[N:16][N:15]=2)=[CH:10][CH:9]=1)[C:3]([F:6])([F:5])[F:4].Cl. (4) Given the product [C:13]([N:17]1[CH:5]=[CH:4][CH:3]=[N:18]1)([CH3:16])([CH3:15])[CH3:14], predict the reactants needed to synthesize it. The reactants are: CO[CH:3](OC)[CH2:4][CH:5](OC)OC.Cl.[C:13]([NH:17][NH2:18])([CH3:16])([CH3:15])[CH3:14].Cl. (5) Given the product [CH3:35][O:34][C:24]1[CH:23]=[C:22]([NH:21][C:9]2[N:8]=[C:7]([C:5](=[O:4])[CH3:6])[CH:12]=[C:11]([CH:13]([O:15][CH2:16][C:17]([F:18])([F:19])[F:20])[CH3:14])[N:10]=2)[CH:27]=[CH:26][C:25]=1[N:28]1[CH:32]=[C:31]([CH3:33])[N:30]=[CH:29]1, predict the reactants needed to synthesize it. The reactants are: Cl.C([O:4][C:5]([C:7]1[CH:12]=[C:11]([CH:13]([O:15][CH2:16][C:17]([F:20])([F:19])[F:18])[CH3:14])[N:10]=[C:9]([NH:21][C:22]2[CH:27]=[CH:26][C:25]([N:28]3[CH:32]=[C:31]([CH3:33])[N:30]=[CH:29]3)=[C:24]([O:34][CH3:35])[CH:23]=2)[N:8]=1)=[CH2:6])C.C(=O)(O)[O-].[Na+]. (6) Given the product [C:13]([O:17][C:18](=[O:25])[NH:19][C@@H:20]1[CH2:24][CH2:23][N:22]([C:2]2[NH:10][C:9]3[C:4](=[N:5][CH:6]=[CH:7][CH:8]=3)[C:3]=2[C:11]#[N:12])[CH2:21]1)([CH3:16])([CH3:14])[CH3:15], predict the reactants needed to synthesize it. The reactants are: Cl[C:2]1[NH:10][C:9]2[C:4](=[N:5][CH:6]=[CH:7][CH:8]=2)[C:3]=1[C:11]#[N:12].[C:13]([O:17][C:18](=[O:25])[NH:19][C@@H:20]1[CH2:24][CH2:23][NH:22][CH2:21]1)([CH3:16])([CH3:15])[CH3:14]. (7) Given the product [C:1]([N:8]1[CH2:9][CH2:10][N:11]([CH2:15][CH2:14][C:16]2[CH:21]=[CH:20][N:19]=[CH:18][CH:17]=2)[CH2:12][CH2:13]1)([O:3][C:4]([CH3:7])([CH3:6])[CH3:5])=[O:2], predict the reactants needed to synthesize it. The reactants are: [C:1]([N:8]1[CH2:13][CH2:12][NH:11][CH2:10][CH2:9]1)([O:3][C:4]([CH3:7])([CH3:6])[CH3:5])=[O:2].[CH:14]([C:16]1[CH:21]=[CH:20][N:19]=[CH:18][CH:17]=1)=[CH2:15].C(O)(=O)C. (8) Given the product [CH3:28][O:29][C:35]1[CH:34]=[CH:33][C:38]([CH3:39])=[C:37]([B:10]2[O:11][C:12]([CH3:17])([CH3:18])[C:13]([CH3:15])([CH3:16])[O:14]2)[CH:36]=1, predict the reactants needed to synthesize it. The reactants are: [B:10]1([B:10]2[O:14][C:13]([CH3:16])([CH3:15])[C:12]([CH3:18])([CH3:17])[O:11]2)[O:14][C:13]([CH3:16])([CH3:15])[C:12]([CH3:18])([CH3:17])[O:11]1.P([O-])([O-])([O-])=O.[K+].[K+].[K+].C[CH2:28][O:29]C(C)=O.[CH3:33][CH2:34][CH2:35][CH2:36][CH2:37][CH2:38][CH3:39]. (9) The reactants are: [Cl:1][C:2]1[CH:3]=[C:4]([C:12]2[O:16][N:15]=[C:14]([C:17]3[CH:18]=[C:19]4[C:23](=[C:24]([F:26])[CH:25]=3)[NH:22][C:21]([CH2:27][CH2:28][C:29]([O:31]CC)=[O:30])=[CH:20]4)[N:13]=2)[CH:5]=[N:6][C:7]=1[O:8][CH:9]([CH3:11])[CH3:10].[OH-].[Na+].Cl. Given the product [Cl:1][C:2]1[CH:3]=[C:4]([C:12]2[O:16][N:15]=[C:14]([C:17]3[CH:18]=[C:19]4[C:23](=[C:24]([F:26])[CH:25]=3)[NH:22][C:21]([CH2:27][CH2:28][C:29]([OH:31])=[O:30])=[CH:20]4)[N:13]=2)[CH:5]=[N:6][C:7]=1[O:8][CH:9]([CH3:11])[CH3:10], predict the reactants needed to synthesize it. (10) Given the product [OH:13][C@@H:14]1[CH2:18][CH2:17][N:16]([C:2]2[NH:10][C:9]3[C:4](=[N:5][CH:6]=[CH:7][CH:8]=3)[C:3]=2[C:11]#[N:12])[CH2:15]1, predict the reactants needed to synthesize it. The reactants are: Cl[C:2]1[NH:10][C:9]2[C:4](=[N:5][CH:6]=[CH:7][CH:8]=2)[C:3]=1[C:11]#[N:12].[OH:13][C@@H:14]1[CH2:18][CH2:17][NH:16][CH2:15]1.